This data is from Catalyst prediction with 721,799 reactions and 888 catalyst types from USPTO. The task is: Predict which catalyst facilitates the given reaction. Reactant: [Cl:1][C:2]1[N:7]=[C:6]2[NH:8][N:9]=[CH:10][C:5]2=[C:4]([C:11]([F:14])([F:13])[F:12])[CH:3]=1.CI.[C:17](=O)([O-])[O-].[Cs+].[Cs+].O. Product: [Cl:1][C:2]1[N:7]=[C:6]2[N:8]([CH3:17])[N:9]=[CH:10][C:5]2=[C:4]([C:11]([F:13])([F:14])[F:12])[CH:3]=1. The catalyst class is: 3.